Dataset: Catalyst prediction with 721,799 reactions and 888 catalyst types from USPTO. Task: Predict which catalyst facilitates the given reaction. (1) Reactant: [N:1]1[C:2]([C:10]([OH:12])=O)=[CH:3][N:4]2[CH:9]=[CH:8][CH:7]=[CH:6][C:5]=12.CN(C(ON1N=NC2C=CC=NC1=2)=[N+](C)C)C.F[P-](F)(F)(F)(F)F.[NH2:37][CH:38]1[CH2:43][CH2:42][CH:41]([N:44]2[C:49](=[O:50])[C:48]3[CH:51]=[C:52]([F:55])[CH:53]=[N:54][C:47]=3[N:46]([CH2:56][C:57]3[CH:62]=[CH:61][C:60]([F:63])=[CH:59][CH:58]=3)[C:45]2=[O:64])[CH2:40][CH2:39]1.C(N(C(C)C)C(C)C)C. Product: [F:55][C:52]1[CH:53]=[N:54][C:47]2[N:46]([CH2:56][C:57]3[CH:58]=[CH:59][C:60]([F:63])=[CH:61][CH:62]=3)[C:45](=[O:64])[N:44]([CH:41]3[CH2:42][CH2:43][CH:38]([NH:37][C:10]([C:2]4[N:1]=[C:5]5[CH:6]=[CH:7][CH:8]=[CH:9][N:4]5[CH:3]=4)=[O:12])[CH2:39][CH2:40]3)[C:49](=[O:50])[C:48]=2[CH:51]=1. The catalyst class is: 146. (2) Reactant: [Cl:1][C:2]1[CH:3]=[CH:4][C:5]2[C:11]3[N:12]=[C:13]([NH:16][C:17]4[CH:22]=[CH:21][C:20]([C:23]#[C:24][CH2:25][N:26]5[CH2:30][CH2:29][CH2:28][CH2:27]5)=[CH:19][CH:18]=4)[N:14]=[CH:15][C:10]=3[CH2:9][C:8](=[O:31])[NH:7][C:6]=2[CH:32]=1.O. Product: [Cl:1][C:2]1[CH:3]=[CH:4][C:5]2[C:11]3[N:12]=[C:13]([NH:16][C:17]4[CH:18]=[CH:19][C:20]([CH2:23][CH2:24][CH2:25][N:26]5[CH2:27][CH2:28][CH2:29][CH2:30]5)=[CH:21][CH:22]=4)[N:14]=[CH:15][C:10]=3[CH2:9][C:8](=[O:31])[NH:7][C:6]=2[CH:32]=1. The catalyst class is: 50. (3) The catalyst class is: 4. Product: [N:12]1([CH2:10][C:8]2[CH:9]=[C:4]3[CH:3]=[CH:2][NH:1][C:5]3=[N:6][CH:7]=2)[CH2:17][CH2:16][O:15][CH2:14][CH2:13]1. Reactant: [NH:1]1[C:5]2=[N:6][CH:7]=[C:8]([CH:10]=O)[CH:9]=[C:4]2[CH:3]=[CH:2]1.[NH:12]1[CH2:17][CH2:16][O:15][CH2:14][CH2:13]1.C(O)(=O)C.C(O[BH-](OC(=O)C)OC(=O)C)(=O)C.[Na+]. (4) Reactant: C([O:3][C:4]([C:6]1[C:7]([C:12]2[CH:17]=[CH:16][C:15]([Cl:18])=[CH:14][CH:13]=2)=[N:8][O:9][C:10]=1[CH3:11])=O)C.[H-].[Al+3].[Li+].[H-].[H-].[H-].O.[OH-].[Na+]. Product: [Cl:18][C:15]1[CH:14]=[CH:13][C:12]([C:7]2[C:6]([CH2:4][OH:3])=[C:10]([CH3:11])[O:9][N:8]=2)=[CH:17][CH:16]=1. The catalyst class is: 1.